Dataset: Catalyst prediction with 721,799 reactions and 888 catalyst types from USPTO. Task: Predict which catalyst facilitates the given reaction. (1) Reactant: [NH2:1][C:2]1[C:3]([Cl:12])=[C:4]([CH:8]=[CH:9][C:10]=1[Cl:11])[C:5]([NH2:7])=O.[H-].[H-].[H-].[H-].[Li+].[Al+3]. Product: [NH2:1][C:2]1[C:3]([Cl:12])=[C:4]([CH:8]=[CH:9][C:10]=1[Cl:11])[CH2:5][NH2:7]. The catalyst class is: 1. (2) Reactant: [C:1]([O:7][C@@H:8]1[C@@H:12]([CH2:13][OH:14])[O:11][C@@H:10]([N:15]2[CH:22]=[C:21]([C:23]#[C:24][CH2:25][NH:26]C(OC(C)(C)C)=O)[C:19](=[O:20])[NH:18][C:16]2=[O:17])[CH2:9]1)(=[O:6])[C:2]([CH3:5])([CH3:4])[CH3:3].[F:34][C:35]([F:40])([F:39])[C:36]([OH:38])=[O:37]. Product: [F:34][C:35]([F:40])([F:39])[C:36]([OH:38])=[O:37].[C:1]([O:7][C@@H:8]1[C@@H:12]([CH2:13][OH:14])[O:11][C@@H:10]([N:15]2[CH:22]=[C:21]([C:23]#[C:24][CH2:25][NH2:26])[C:19](=[O:20])[NH:18][C:16]2=[O:17])[CH2:9]1)(=[O:6])[C:2]([CH3:4])([CH3:5])[CH3:3]. The catalyst class is: 4. (3) Reactant: [NH2:1][CH:2]1[CH2:7][CH2:6][N:5]([C:8]([O:10][C:11]([CH3:14])([CH3:13])[CH3:12])=[O:9])[CH2:4][CH2:3]1.[H-].[Na+].Br[C:18]1[S:19][C:20]([C:23]([N:25]([C:35]2[CH:40]=[CH:39][C:38]([Cl:41])=[CH:37][CH:36]=2)[CH2:26][C:27]2[CH:32]=[CH:31][C:30]([O:33][CH3:34])=[CH:29][CH:28]=2)=[O:24])=[CH:21][N:22]=1. Product: [Cl:41][C:38]1[CH:37]=[CH:36][C:35]([N:25]([CH2:26][C:27]2[CH:28]=[CH:29][C:30]([O:33][CH3:34])=[CH:31][CH:32]=2)[C:23]([C:20]2[S:19][C:18]([NH:1][CH:2]3[CH2:3][CH2:4][N:5]([C:8]([O:10][C:11]([CH3:14])([CH3:13])[CH3:12])=[O:9])[CH2:6][CH2:7]3)=[N:22][CH:21]=2)=[O:24])=[CH:40][CH:39]=1. The catalyst class is: 1. (4) Reactant: [Cl:1][C:2]1[CH:3]=[C:4]([CH:17]=[CH:18][C:19]=1[Cl:20])[O:5][CH2:6][C:7]1[CH:16]=[CH:15][C:10]2[C:11]([NH2:14])=[N:12][O:13][C:9]=2[CH:8]=1.C(N(CC)CC)C.[CH3:28][S:29](Cl)(=[O:31])=[O:30]. Product: [Cl:1][C:2]1[CH:3]=[C:4]([CH:17]=[CH:18][C:19]=1[Cl:20])[O:5][CH2:6][C:7]1[CH:16]=[CH:15][C:10]2[C:11]([NH:14][S:29]([CH3:28])(=[O:31])=[O:30])=[N:12][O:13][C:9]=2[CH:8]=1. The catalyst class is: 2. (5) Reactant: [OH:1][CH:2]1[CH:6]2[O:7][C:8](=[O:18])[CH:9]3[CH:10]([C:11]([O:13][C:14]([CH3:17])([CH3:16])[CH3:15])=[O:12])[CH:3]1[CH2:4][CH:5]23.C(N(CC)CC)C.[C:26]12([C:36](Cl)=[O:37])[CH2:35][CH:30]3[CH2:31][CH:32]([CH2:34][CH:28]([CH2:29]3)[CH2:27]1)[CH2:33]2.O. Product: [C:26]12([C:36]([O:1][CH:2]3[CH:6]4[O:7][C:8](=[O:18])[CH:9]5[CH:10]([C:11]([O:13][C:14]([CH3:15])([CH3:17])[CH3:16])=[O:12])[CH:3]3[CH2:4][CH:5]45)=[O:37])[CH2:33][CH:32]3[CH2:31][CH:30]([CH2:29][CH:28]([CH2:34]3)[CH2:27]1)[CH2:35]2. The catalyst class is: 599.